Dataset: NCI-60 drug combinations with 297,098 pairs across 59 cell lines. Task: Regression. Given two drug SMILES strings and cell line genomic features, predict the synergy score measuring deviation from expected non-interaction effect. Drug 1: COC1=C(C=C2C(=C1)N=CN=C2NC3=CC(=C(C=C3)F)Cl)OCCCN4CCOCC4. Drug 2: C1=CC(=CC=C1CC(C(=O)O)N)N(CCCl)CCCl.Cl. Cell line: COLO 205. Synergy scores: CSS=34.8, Synergy_ZIP=4.30, Synergy_Bliss=9.92, Synergy_Loewe=3.31, Synergy_HSA=6.84.